This data is from Forward reaction prediction with 1.9M reactions from USPTO patents (1976-2016). The task is: Predict the product of the given reaction. Given the reactants [NH2:1][CH:2]([C:25]([O:27][CH3:28])=[O:26])[CH2:3][C:4]1[CH:24]=[CH:23][C:7]([O:8][C:9]2[CH:22]=[CH:21][C:12]([CH:13]=[C:14]3[S:18][C:17](=[O:19])[NH:16][C:15]3=[O:20])=[CH:11][CH:10]=2)=[CH:6][CH:5]=1, predict the reaction product. The product is: [NH2:1][CH:2]([C:25]([O:27][CH3:28])=[O:26])[CH2:3][C:4]1[CH:24]=[CH:23][C:7]([O:8][C:9]2[CH:22]=[CH:21][C:12]([CH2:13][CH:14]3[S:18][C:17](=[O:19])[NH:16][C:15]3=[O:20])=[CH:11][CH:10]=2)=[CH:6][CH:5]=1.